This data is from Catalyst prediction with 721,799 reactions and 888 catalyst types from USPTO. The task is: Predict which catalyst facilitates the given reaction. (1) Reactant: C([O:4][CH2:5][C:6]1[S:7][C:8]([C:11]2[N:12]=[N:13][C:14]([N:17]3[CH2:21][CH2:20][C@H:19]([O:22][C:23]4[CH:28]=[CH:27][CH:26]=[CH:25][C:24]=4[C:29]([F:32])([F:31])[F:30])[CH2:18]3)=[CH:15][CH:16]=2)=[N:9][N:10]=1)(=O)C.[OH-].[Na+]. The catalyst class is: 92. Product: [F:31][C:29]([F:30])([F:32])[C:24]1[CH:25]=[CH:26][CH:27]=[CH:28][C:23]=1[O:22][C@H:19]1[CH2:20][CH2:21][N:17]([C:14]2[N:13]=[N:12][C:11]([C:8]3[S:7][C:6]([CH2:5][OH:4])=[N:10][N:9]=3)=[CH:16][CH:15]=2)[CH2:18]1. (2) Reactant: [NH2:1][C:2]1[CH:3]=[C:4]([C:8]2[C:16]3[C:11](=[N:12][CH:13]=[C:14]4[C:19](=[O:20])[N:18]([CH2:21][CH2:22][C:23]5[CH:28]=[CH:27][CH:26]=[CH:25][CH:24]=5)[C:17](=[O:29])[C:15]4=3)[N:10]([CH2:30][C:31]3[CH:36]=[CH:35][C:34]([O:37][CH3:38])=[CH:33][CH:32]=3)[N:9]=2)[CH:5]=[CH:6][CH:7]=1.C(N(CC)CC)C.[C:46](Cl)(=[O:53])[C:47]1[CH:52]=[CH:51][CH:50]=[CH:49][CH:48]=1. Product: [CH3:38][O:37][C:34]1[CH:33]=[CH:32][C:31]([CH2:30][N:10]2[C:11]3=[N:12][CH:13]=[C:14]4[C:19](=[O:20])[N:18]([CH2:21][CH2:22][C:23]5[CH:28]=[CH:27][CH:26]=[CH:25][CH:24]=5)[C:17](=[O:29])[C:15]4=[C:16]3[C:8]([C:4]3[CH:3]=[C:2]([NH:1][C:46](=[O:53])[C:47]4[CH:52]=[CH:51][CH:50]=[CH:49][CH:48]=4)[CH:7]=[CH:6][CH:5]=3)=[N:9]2)=[CH:36][CH:35]=1. The catalyst class is: 4. (3) Reactant: [Cl:1][C:2]1[CH:7]=[CH:6][C:5]([C:8]2[O:9][C:10]3[C:11](=[C:13]([C:17]([OH:19])=O)[CH:14]=[CH:15][CH:16]=3)[N:12]=2)=[C:4]([CH3:20])[CH:3]=1.Cl.C(N=C=NCCCN(C)C)C.ON1C2C=CC=CC=2N=N1.Cl.Cl.[NH2:45][CH:46]1[CH2:53][CH:52]2[N:54]([CH3:55])[CH:48]([CH2:49][CH2:50][CH2:51]2)[CH2:47]1.C(N(CC)CC)C. Product: [CH3:55][N:54]1[CH:48]2[CH2:49][CH2:50][CH2:51][CH:52]1[CH2:53][CH:46]([NH:45][C:17]([C:13]1[CH:14]=[CH:15][CH:16]=[C:10]3[O:9][C:8]([C:5]4[CH:6]=[CH:7][C:2]([Cl:1])=[CH:3][C:4]=4[CH3:20])=[N:12][C:11]=13)=[O:19])[CH2:47]2. The catalyst class is: 174. (4) Reactant: [CH2:1]([O:8][C:9]1[C:14](=[O:15])[CH:13]=[CH:12][N:11]([CH2:16][CH2:17][OH:18])[C:10]=1[CH2:19][CH3:20])[C:2]1[CH:7]=[CH:6][CH:5]=[CH:4][CH:3]=1.[CH2:21]([O:28][C:29]([NH:31][CH2:32][C:33](=[O:39])[CH2:34][CH2:35][C:36](O)=[O:37])=[O:30])[C:22]1[CH:27]=[CH:26][CH:25]=[CH:24][CH:23]=1.C1(N=C=NC2CCCCC2)CCCCC1. Product: [CH2:21]([O:28][C:29]([NH:31][CH2:32][C:33](=[O:39])[CH2:34][CH2:35][C:36]([O:18][CH2:17][CH2:16][N:11]1[CH:12]=[CH:13][C:14](=[O:15])[C:9]([O:8][CH2:1][C:2]2[CH:3]=[CH:4][CH:5]=[CH:6][CH:7]=2)=[C:10]1[CH2:19][CH3:20])=[O:37])=[O:30])[C:22]1[CH:23]=[CH:24][CH:25]=[CH:26][CH:27]=1. The catalyst class is: 119.